This data is from Reaction yield outcomes from USPTO patents with 853,638 reactions. The task is: Predict the reaction yield, written as a fraction of the theoretical maximum amount of product (1.0 means a 100% yield; for example, 0.34 means a 34% yield). The reactants are Cl.[NH:2]1[CH2:6][CH2:5][C@@H:4]([C:7]([O:9][CH3:10])=[O:8])[CH2:3]1.[C:11](N1C=CN=C1)([N:13]1[CH:17]=[CH:16][N:15]=[CH:14]1)=[O:12].C(N(CC)CC)C. The catalyst is ClCCl. The product is [N:13]1([C:11]([N:2]2[CH2:6][CH2:5][C@@H:4]([C:7]([O:9][CH3:10])=[O:8])[CH2:3]2)=[O:12])[CH:17]=[CH:16][N:15]=[CH:14]1. The yield is 0.850.